Dataset: NCI-60 drug combinations with 297,098 pairs across 59 cell lines. Task: Regression. Given two drug SMILES strings and cell line genomic features, predict the synergy score measuring deviation from expected non-interaction effect. (1) Drug 1: CC12CCC3C(C1CCC2=O)CC(=C)C4=CC(=O)C=CC34C. Drug 2: CC(CN1CC(=O)NC(=O)C1)N2CC(=O)NC(=O)C2. Cell line: BT-549. Synergy scores: CSS=48.9, Synergy_ZIP=-1.68, Synergy_Bliss=0.722, Synergy_Loewe=-6.27, Synergy_HSA=2.06. (2) Drug 1: C1CCC(CC1)NC(=O)N(CCCl)N=O. Drug 2: CCCCC(=O)OCC(=O)C1(CC(C2=C(C1)C(=C3C(=C2O)C(=O)C4=C(C3=O)C=CC=C4OC)O)OC5CC(C(C(O5)C)O)NC(=O)C(F)(F)F)O. Cell line: HL-60(TB). Synergy scores: CSS=34.8, Synergy_ZIP=5.86, Synergy_Bliss=8.49, Synergy_Loewe=9.80, Synergy_HSA=9.39. (3) Drug 1: CC1=C(C(CCC1)(C)C)C=CC(=CC=CC(=CC(=O)O)C)C. Drug 2: CC1=C(C(=CC=C1)Cl)NC(=O)C2=CN=C(S2)NC3=CC(=NC(=N3)C)N4CCN(CC4)CCO. Cell line: SF-268. Synergy scores: CSS=-3.02, Synergy_ZIP=-0.0652, Synergy_Bliss=2.62, Synergy_Loewe=-1.69, Synergy_HSA=-0.482. (4) Drug 2: N.N.Cl[Pt+2]Cl. Drug 1: C1CCC(CC1)NC(=O)N(CCCl)N=O. Synergy scores: CSS=-4.33, Synergy_ZIP=-0.190, Synergy_Bliss=-3.21, Synergy_Loewe=-7.81, Synergy_HSA=-7.00. Cell line: UACC-257. (5) Drug 1: CC1OCC2C(O1)C(C(C(O2)OC3C4COC(=O)C4C(C5=CC6=C(C=C35)OCO6)C7=CC(=C(C(=C7)OC)O)OC)O)O. Drug 2: CC12CCC3C(C1CCC2O)C(CC4=C3C=CC(=C4)O)CCCCCCCCCS(=O)CCCC(C(F)(F)F)(F)F. Cell line: UACC62. Synergy scores: CSS=34.3, Synergy_ZIP=-9.86, Synergy_Bliss=-1.97, Synergy_Loewe=-3.24, Synergy_HSA=0.337. (6) Drug 1: CC12CCC(CC1=CCC3C2CCC4(C3CC=C4C5=CN=CC=C5)C)O. Drug 2: CC1=C(C=C(C=C1)NC2=NC=CC(=N2)N(C)C3=CC4=NN(C(=C4C=C3)C)C)S(=O)(=O)N.Cl. Cell line: MDA-MB-231. Synergy scores: CSS=18.9, Synergy_ZIP=-0.862, Synergy_Bliss=4.31, Synergy_Loewe=5.57, Synergy_HSA=5.62. (7) Drug 1: CC1=C(N=C(N=C1N)C(CC(=O)N)NCC(C(=O)N)N)C(=O)NC(C(C2=CN=CN2)OC3C(C(C(C(O3)CO)O)O)OC4C(C(C(C(O4)CO)O)OC(=O)N)O)C(=O)NC(C)C(C(C)C(=O)NC(C(C)O)C(=O)NCCC5=NC(=CS5)C6=NC(=CS6)C(=O)NCCC[S+](C)C)O. Drug 2: CC1CCCC2(C(O2)CC(NC(=O)CC(C(C(=O)C(C1O)C)(C)C)O)C(=CC3=CSC(=N3)C)C)C. Cell line: SF-268. Synergy scores: CSS=45.5, Synergy_ZIP=-8.05, Synergy_Bliss=-8.95, Synergy_Loewe=-1.18, Synergy_HSA=0.322. (8) Drug 1: CCC1(CC2CC(C3=C(CCN(C2)C1)C4=CC=CC=C4N3)(C5=C(C=C6C(=C5)C78CCN9C7C(C=CC9)(C(C(C8N6C=O)(C(=O)OC)O)OC(=O)C)CC)OC)C(=O)OC)O.OS(=O)(=O)O. Drug 2: C(=O)(N)NO. Cell line: IGROV1. Synergy scores: CSS=-5.20, Synergy_ZIP=3.32, Synergy_Bliss=0.396, Synergy_Loewe=-6.65, Synergy_HSA=-6.61. (9) Drug 1: C1C(C(OC1N2C=NC(=NC2=O)N)CO)O. Drug 2: CC1CCCC2(C(O2)CC(NC(=O)CC(C(C(=O)C(C1O)C)(C)C)O)C(=CC3=CSC(=N3)C)C)C. Cell line: A498. Synergy scores: CSS=28.0, Synergy_ZIP=4.15, Synergy_Bliss=4.72, Synergy_Loewe=-19.3, Synergy_HSA=-6.53. (10) Drug 1: CS(=O)(=O)OCCCCOS(=O)(=O)C. Drug 2: N.N.Cl[Pt+2]Cl. Cell line: MCF7. Synergy scores: CSS=24.2, Synergy_ZIP=-9.74, Synergy_Bliss=-1.28, Synergy_Loewe=-16.3, Synergy_HSA=-1.30.